From a dataset of Forward reaction prediction with 1.9M reactions from USPTO patents (1976-2016). Predict the product of the given reaction. (1) Given the reactants ICI.[CH3:4][Al](C)C.[Si:8]([O:15][C@H:16]1[CH2:21][N:20]([C:22]([O:24][C:25]([CH3:28])([CH3:27])[CH3:26])=[O:23])[C@@H:19]([CH:29]=O)[CH2:18][CH2:17]1)([C:11]([CH3:14])([CH3:13])[CH3:12])([CH3:10])[CH3:9], predict the reaction product. The product is: [Si:8]([O:15][C@H:16]1[CH2:21][N:20]([C:22]([O:24][C:25]([CH3:27])([CH3:28])[CH3:26])=[O:23])[C@@H:19]([CH:29]=[CH2:4])[CH2:18][CH2:17]1)([C:11]([CH3:14])([CH3:12])[CH3:13])([CH3:9])[CH3:10]. (2) The product is: [I:1][C:2]1[C:3]([O:11][CH2:12][C:13]([F:16])([F:15])[F:14])=[N:4][CH:5]=[C:6]([CH:10]=1)[C:7]([NH:26][CH2:25][C:23]1[O:22][N:21]=[C:20]([C:19]([F:28])([F:27])[F:18])[N:24]=1)=[O:9]. Given the reactants [I:1][C:2]1[C:3]([O:11][CH2:12][C:13]([F:16])([F:15])[F:14])=[N:4][CH:5]=[C:6]([CH:10]=1)[C:7]([OH:9])=O.Cl.[F:18][C:19]([F:28])([F:27])[C:20]1[N:24]=[C:23]([CH2:25][NH2:26])[O:22][N:21]=1.CN(C(ON1N=NC2C=CC=CC1=2)=[N+](C)C)C.[B-](F)(F)(F)F.C(N(CC)C(C)C)(C)C.[OH-].[Na+], predict the reaction product. (3) Given the reactants [CH2:1]([N:8]([CH2:18][C:19]1[CH:24]=[CH:23][CH:22]=[CH:21][CH:20]=1)[CH2:9][CH2:10][O:11][C:12]([F:17])([F:16])[C:13]([OH:15])=[O:14])[C:2]1[CH:7]=[CH:6][CH:5]=[CH:4][CH:3]=1.[CH3:25][Si](C=[N+]=[N-])(C)C, predict the reaction product. The product is: [CH2:18]([N:8]([CH2:1][C:2]1[CH:3]=[CH:4][CH:5]=[CH:6][CH:7]=1)[CH2:9][CH2:10][O:11][C:12]([F:17])([F:16])[C:13]([O:15][CH3:25])=[O:14])[C:19]1[CH:24]=[CH:23][CH:22]=[CH:21][CH:20]=1. (4) Given the reactants Cl[C:2]1[C:3]2[S:10][C:9]([C:11]3[CH:16]=[CH:15][C:14]([F:17])=[CH:13][CH:12]=3)=[CH:8][C:4]=2[N:5]=[CH:6][N:7]=1.[CH3:18][C@@H:19]1[CH2:24][NH:23][CH2:22][CH2:21][N:20]1[C:25]([O:27][C:28]([CH3:31])([CH3:30])[CH3:29])=[O:26].C(N(CC)CC)C, predict the reaction product. The product is: [F:17][C:14]1[CH:15]=[CH:16][C:11]([C:9]2[S:10][C:3]3[C:2]([N:23]4[CH2:22][CH2:21][N:20]([C:25]([O:27][C:28]([CH3:31])([CH3:30])[CH3:29])=[O:26])[C@H:19]([CH3:18])[CH2:24]4)=[N:7][CH:6]=[N:5][C:4]=3[CH:8]=2)=[CH:12][CH:13]=1. (5) Given the reactants [Si:1]([O:8][CH2:9][C:10]1[C:15]([Cl:16])=[CH:14][C:13]([C:17]2(O)[CH2:22][CH2:21][N:20]([C:23]([O:25][C:26]([CH3:29])([CH3:28])[CH3:27])=[O:24])[CH2:19][CH2:18]2)=[CH:12][N:11]=1)([C:4]([CH3:7])([CH3:6])[CH3:5])([CH3:3])[CH3:2].C(N(S(F)(F)[F:37])CC)C.O, predict the reaction product. The product is: [Si:1]([O:8][CH2:9][C:10]1[C:15]([Cl:16])=[CH:14][C:13]([C:17]2([F:37])[CH2:22][CH2:21][N:20]([C:23]([O:25][C:26]([CH3:29])([CH3:28])[CH3:27])=[O:24])[CH2:19][CH2:18]2)=[CH:12][N:11]=1)([C:4]([CH3:7])([CH3:6])[CH3:5])([CH3:3])[CH3:2]. (6) Given the reactants [CH:1]1([C:4]2[N:5]([CH3:12])[CH:6]=[C:7]([C:9]([OH:11])=O)[N:8]=2)[CH2:3][CH2:2]1.[NH2:13][C@@H:14]([CH3:30])[CH2:15][N:16]1[CH:20]=[CH:19][C:18]([C:21]2[CH:28]=[CH:27][C:24]([C:25]#[N:26])=[C:23]([Cl:29])[CH:22]=2)=[N:17]1, predict the reaction product. The product is: [Cl:29][C:23]1[CH:22]=[C:21]([C:18]2[CH:19]=[CH:20][N:16]([CH2:15][C@@H:14]([NH:13][C:9]([C:7]3[N:8]=[C:4]([CH:1]4[CH2:2][CH2:3]4)[N:5]([CH3:12])[CH:6]=3)=[O:11])[CH3:30])[N:17]=2)[CH:28]=[CH:27][C:24]=1[C:25]#[N:26]. (7) Given the reactants [CH:1]1([CH2:7][O:8][C:9]2[C:10]3[N:11]([C:15]([C:19]([OH:21])=O)=[C:16]([CH3:18])[N:17]=3)[CH:12]=[CH:13][CH:14]=2)[CH2:6][CH2:5][CH2:4][CH2:3][CH2:2]1.C(Cl)(=O)C([Cl:25])=O, predict the reaction product. The product is: [ClH:25].[CH:1]1([CH2:7][O:8][C:9]2[C:10]3[N:11]([C:15]([C:19]([Cl:25])=[O:21])=[C:16]([CH3:18])[N:17]=3)[CH:12]=[CH:13][CH:14]=2)[CH2:6][CH2:5][CH2:4][CH2:3][CH2:2]1. (8) The product is: [F:26][C:27]1[CH:28]=[C:29]([NH:30][C:2]2[C:11]3=[N:12][NH:13][CH:14]=[C:10]3[C:9]3[CH:8]=[C:7]([O:24][CH3:25])[CH:6]=[CH:5][C:4]=3[N:3]=2)[CH:31]=[CH:32][C:33]=1[O:34][CH3:35]. Given the reactants Cl[C:2]1[C:11]2=[N:12][N:13](CC3C=CC(OC)=CC=3)[CH:14]=[C:10]2[C:9]2[CH:8]=[C:7]([O:24][CH3:25])[CH:6]=[CH:5][C:4]=2[N:3]=1.[F:26][C:27]1[CH:28]=[C:29]([CH:31]=[CH:32][C:33]=1[O:34][CH3:35])[NH2:30].Cl, predict the reaction product. (9) Given the reactants [CH3:1][C:2]1[N:6]=[C:5]([C:7]2[C:8]3[CH2:19][CH2:18][C:14]4([CH2:17][O:16][CH2:15]4)[CH2:13][C:9]=3[S:10][C:11]=2[NH2:12])[O:4][N:3]=1.[C:20]12[C:28](=[O:29])[O:27][C:25](=[O:26])[C:21]=1[CH2:22][CH2:23][CH2:24]2, predict the reaction product. The product is: [CH3:1][C:2]1[N:6]=[C:5]([C:7]2[C:8]3[CH2:19][CH2:18][C:14]4([CH2:15][O:16][CH2:17]4)[CH2:13][C:9]=3[S:10][C:11]=2[NH:12][C:28]([C:20]2[CH2:24][CH2:23][CH2:22][C:21]=2[C:25]([OH:27])=[O:26])=[O:29])[O:4][N:3]=1. (10) Given the reactants [OH:1][CH2:2][C@@H:3]1[C@@H:8]([NH:9][C:10](=[O:16])[O:11][C:12]([CH3:15])([CH3:14])[CH3:13])[CH2:7][CH2:6][O:5][CH2:4]1.[Cl:17][C:18]1[CH:19]=[N:20][C:21]([C:24]2[CH:29]=[CH:28][C:27](O)=[CH:26][CH:25]=2)=[N:22][CH:23]=1.C(P(CCCC)CCCC)CCC.C1CCN(C(N=NC(N2CCCCC2)=O)=O)CC1.[OH-].[Na+], predict the reaction product. The product is: [Cl:17][C:18]1[CH:23]=[N:22][C:21]([C:24]2[CH:29]=[CH:28][C:27]([O:1][CH2:2][C@@H:3]3[C@@H:8]([NH:9][C:10](=[O:16])[O:11][C:12]([CH3:13])([CH3:15])[CH3:14])[CH2:7][CH2:6][O:5][CH2:4]3)=[CH:26][CH:25]=2)=[N:20][CH:19]=1.